This data is from Experimentally validated miRNA-target interactions with 360,000+ pairs, plus equal number of negative samples. The task is: Binary Classification. Given a miRNA mature sequence and a target amino acid sequence, predict their likelihood of interaction. (1) The protein sequence of the target gene is MPSSPLRVAVVCSSNQNRSMEAHNILSKRGFSVRSFGTGTHVKLPGPAPDKPNVYDFKTTYDQMYNDLLRKDKELYTQNGILHMLDRNKRIKPRPERFQNCKDLFDLILTCEERVYDQVVEDLNSREQETCQPVHVVNVDIQDNHEEATLGAFLICELCQCIQHTEDMENEIDELLQEFEEKSGRTFLHTVCFY. Result: 1 (interaction). The miRNA is hsa-miR-6129 with sequence UGAGGGAGUUGGGUGUAUA. (2) The miRNA is hsa-miR-4638-5p with sequence ACUCGGCUGCGGUGGACAAGU. Result: 0 (no interaction). The protein sequence of the target gene is MKVSLGNGDMGVSAHLQPCKSGTTRFFTSNTHSSVVLQGFDQLRIEGLLCDVTLVPGDGEEIFPVHRAMMASASDYFKAMFTGGMKEKDLMCIKLHGVNKVGLKKIIDFIYTAKLSLNMDNLQDTLEAASFLQILPVLDFCKVFLISGVSLDNCVEVGRIANTYNLIEVDKYVNNFILKNFPALLNTGEFLKLPFERLAFVLSSNSLKHCSELELFKAACRWLRLEDPRMDYAAKLMKNIRFPLMTPQDLINYVQTVDFMRTDNTCVNLLLEASNYQMMPYMQPVMQSDRTAIRSDSTHL....